Dataset: Catalyst prediction with 721,799 reactions and 888 catalyst types from USPTO. Task: Predict which catalyst facilitates the given reaction. (1) Reactant: ClC(Cl)(O[C:5](=[O:11])OC(Cl)(Cl)Cl)Cl.[CH2:13]([N:15]1[C:19]2[N:20]=[C:21]([C:31]3[CH:37]=[CH:36][C:34]([NH2:35])=[CH:33][CH:32]=3)[N:22]=[C:23]([N:24]3[CH2:29][CH2:28][O:27][CH2:26][C@@H:25]3[CH3:30])[C:18]=2[N:17]=[N:16]1)[CH3:14].[N:38]1[CH:43]=[CH:42][C:41]([NH2:44])=[CH:40][CH:39]=1.CCN(CC)CC. Product: [CH2:13]([N:15]1[C:19]2[N:20]=[C:21]([C:31]3[CH:37]=[CH:36][C:34]([NH:35][C:5]([NH:44][C:41]4[CH:42]=[CH:43][N:38]=[CH:39][CH:40]=4)=[O:11])=[CH:33][CH:32]=3)[N:22]=[C:23]([N:24]3[CH2:29][CH2:28][O:27][CH2:26][C@@H:25]3[CH3:30])[C:18]=2[N:17]=[N:16]1)[CH3:14]. The catalyst class is: 2. (2) Reactant: [F:1][C:2]1[C:3]([C:8]2[C:9]([C:15]([O:17]C)=[O:16])=[N:10][CH:11]=[C:12]([CH3:14])[CH:13]=2)=[N:4][CH:5]=[CH:6][CH:7]=1.[OH-].[Na+]. Product: [F:1][C:2]1[C:3]([C:8]2[C:9]([C:15]([OH:17])=[O:16])=[N:10][CH:11]=[C:12]([CH3:14])[CH:13]=2)=[N:4][CH:5]=[CH:6][CH:7]=1. The catalyst class is: 5.